This data is from Reaction yield outcomes from USPTO patents with 853,638 reactions. The task is: Predict the reaction yield, written as a fraction of the theoretical maximum amount of product (1.0 means a 100% yield; for example, 0.34 means a 34% yield). The reactants are [C:1]([C:5]1[CH:10]=[CH:9][CH:8]=[CH:7][C:6]=1[CH:11]1[CH2:16][CH2:15][N:14]([C:17]([CH:19]2[CH2:23][CH2:22][CH2:21]S2)=[O:18])[CH2:13][CH2:12]1)([CH3:4])([CH3:3])[CH3:2].O[O:25][S:26]([O-:28])=O.[K+]. The catalyst is O.CCOC(C)=O. The product is [C:1]([C:5]1[CH:10]=[CH:9][CH:8]=[CH:7][C:6]=1[CH:11]1[CH2:16][CH2:15][N:14]([C:17]([CH:19]2[CH2:23][CH2:22][CH2:21][S:26]2(=[O:28])=[O:25])=[O:18])[CH2:13][CH2:12]1)([CH3:4])([CH3:3])[CH3:2]. The yield is 0.980.